This data is from Reaction yield outcomes from USPTO patents with 853,638 reactions. The task is: Predict the reaction yield, written as a fraction of the theoretical maximum amount of product (1.0 means a 100% yield; for example, 0.34 means a 34% yield). (1) The reactants are C([O:3][C:4](=O)[C@H:5]([O:12][CH:13]1[CH2:18][CH2:17][CH2:16][CH2:15][O:14]1)[C:6]1[CH:11]=[CH:10][CH:9]=[CH:8][CH:7]=1)C.[H-].[Al+3].[Li+].[H-].[H-].[H-].O.[OH-].[Na+]. The yield is 0.970. The product is [C:6]1([C@@H:5]([O:12][CH:13]2[CH2:18][CH2:17][CH2:16][CH2:15][O:14]2)[CH2:4][OH:3])[CH:7]=[CH:8][CH:9]=[CH:10][CH:11]=1. The catalyst is CCOCC. (2) The reactants are [CH:1]1([O:5][C:6]2[CH:7]=[C:8]([N:14]3[CH2:19][CH2:18][NH:17][C@@H:16]([CH2:20][C:21]4[CH:26]=[CH:25][C:24]([F:27])=[CH:23][CH:22]=4)[CH2:15]3)[CH:9]=[CH:10][C:11]=2[O:12][CH3:13])[CH2:4][CH2:3][CH2:2]1.[N:28]1[CH:33]=[CH:32][CH:31]=[N:30][C:29]=1[CH2:34][C:35](O)=[O:36]. No catalyst specified. The product is [CH:1]1([O:5][C:6]2[CH:7]=[C:8]([N:14]3[CH2:19][CH2:18][N:17]([C:35](=[O:36])[CH2:34][C:29]4[N:30]=[CH:31][CH:32]=[CH:33][N:28]=4)[C@@H:16]([CH2:20][C:21]4[CH:22]=[CH:23][C:24]([F:27])=[CH:25][CH:26]=4)[CH2:15]3)[CH:9]=[CH:10][C:11]=2[O:12][CH3:13])[CH2:2][CH2:3][CH2:4]1. The yield is 0.810. (3) The reactants are [CH3:1][O:2][C:3]1[CH:24]=[CH:23][C:6]([CH2:7][N:8]2[C:12]([C:13]([O:15][CH3:16])=[O:14])=[CH:11][C:10]([N:17]3[C:21](=[O:22])[NH:20][N:19]=[CH:18]3)=[N:9]2)=[CH:5][CH:4]=1.[F:25][C:26]1[CH:33]=[CH:32][C:29]([CH2:30]Br)=[CH:28][CH:27]=1.C(=O)([O-])[O-].[K+].[K+]. The catalyst is CC(C)=O. The product is [F:25][C:26]1[CH:33]=[CH:32][C:29]([CH2:30][N:20]2[C:21](=[O:22])[N:17]([C:10]3[CH:11]=[C:12]([C:13]([O:15][CH3:16])=[O:14])[N:8]([CH2:7][C:6]4[CH:5]=[CH:4][C:3]([O:2][CH3:1])=[CH:24][CH:23]=4)[N:9]=3)[CH:18]=[N:19]2)=[CH:28][CH:27]=1. The yield is 0.980. (4) The reactants are [O:1]1[CH:5]=[CH:4][CH:3]=[C:2]1[C:6]1[N:10]([C:11]2[N:16]=[C:15]([C:17]#[N:18])[CH:14]=[CH:13][CH:12]=2)[N:9]=[C:8]([C:19]([F:22])([F:21])[F:20])[CH:7]=1. The catalyst is C1COCC1. The product is [O:1]1[CH:5]=[CH:4][CH:3]=[C:2]1[C:6]1[N:10]([C:11]2[N:16]=[C:15]([CH2:17][NH2:18])[CH:14]=[CH:13][CH:12]=2)[N:9]=[C:8]([C:19]([F:21])([F:20])[F:22])[CH:7]=1. The yield is 0.990. (5) The reactants are C([O-])(=O)C.[NH4+:5].[Br:6][C:7]1[CH:12]=[CH:11][C:10]([C:13](=O)[CH2:14][NH:15][C:16]([C@:18]2([CH3:40])[CH2:22][CH2:21][CH2:20][N:19]2[C:23]([O:25][CH2:26][CH:27]2[C:39]3[CH:38]=[CH:37][CH:36]=[CH:35][C:34]=3[C:33]3[C:28]2=[CH:29][CH:30]=[CH:31][CH:32]=3)=[O:24])=O)=[CH:9][CH:8]=1. The catalyst is C1(C)C(C)=CC=CC=1. The product is [Br:6][C:7]1[CH:8]=[CH:9][C:10]([C:13]2[NH:5][C:16]([C@:18]3([CH3:40])[CH2:22][CH2:21][CH2:20][N:19]3[C:23]([O:25][CH2:26][CH:27]3[C:28]4[CH:29]=[CH:30][CH:31]=[CH:32][C:33]=4[C:34]4[C:39]3=[CH:38][CH:37]=[CH:36][CH:35]=4)=[O:24])=[N:15][CH:14]=2)=[CH:11][CH:12]=1. The yield is 0.490. (6) The reactants are CS(O[CH2:6][CH2:7][CH2:8][N:9]1[C:17](=[O:18])[C:16]2[N:15](CC=C)[C:14]([Cl:22])=[N:13][C:12]=2[N:11]([CH2:23][CH2:24][CH2:25][CH3:26])[C:10]1=[O:27])(=O)=O.C(=O)([O-])[O-].[K+].[K+].[CH2:34]([N:41]1[CH2:46][CH2:45][NH:44][CH2:43][CH2:42]1)[C:35]1[CH:40]=[CH:39][CH:38]=[CH:37][CH:36]=1.N1CCOCC1. The catalyst is CN(C=O)C.C1C=CC([P]([Pd]([P](C2C=CC=CC=2)(C2C=CC=CC=2)C2C=CC=CC=2)([P](C2C=CC=CC=2)(C2C=CC=CC=2)C2C=CC=CC=2)[P](C2C=CC=CC=2)(C2C=CC=CC=2)C2C=CC=CC=2)(C2C=CC=CC=2)C2C=CC=CC=2)=CC=1. The product is [CH2:23]([N:11]1[C:12]2[N:13]=[C:14]([Cl:22])[NH:15][C:16]=2[C:17](=[O:18])[N:9]([CH2:8][CH2:7][CH2:6][N:44]2[CH2:45][CH2:46][N:41]([CH2:34][C:35]3[CH:36]=[CH:37][CH:38]=[CH:39][CH:40]=3)[CH2:42][CH2:43]2)[C:10]1=[O:27])[CH2:24][CH2:25][CH3:26]. The yield is 0.240. (7) The reactants are [Br:1]Br.C1(P(C2C=CC=CC=2)C2C=CC=CC=2)C=CC=CC=1.[F:22][C:23]1[CH:28]=[C:27]([CH2:29]O)[CH:26]=[C:25]([F:31])[C:24]=1[C:32]1[N:37]=[C:36]([C:38]([O:40][CH3:41])=[O:39])[CH:35]=[CH:34][C:33]=1[F:42]. The catalyst is C(Cl)Cl. The product is [Br:1][CH2:29][C:27]1[CH:28]=[C:23]([F:22])[C:24]([C:32]2[N:37]=[C:36]([C:38]([O:40][CH3:41])=[O:39])[CH:35]=[CH:34][C:33]=2[F:42])=[C:25]([F:31])[CH:26]=1. The yield is 0.710. (8) The reactants are [Si]([O:8][CH:9]1[CH2:14][CH2:13][CH:12]([NH:15][C:16]2[NH:20][N:19]=[CH:18][CH:17]=2)[CH2:11][CH2:10]1)(C(C)(C)C)(C)C.N12CCCN=C1CCCCC2.[C:32]([C:34]1[CH:39]=[CH:38][CH:37]=[CH:36][C:35]=1[C:40]1[N:45]=[CH:44][C:43]([CH2:46][CH:47]([C:52](=O)[CH2:53][CH2:54][CH2:55][CH3:56])[C:48](OC)=[O:49])=[CH:42][CH:41]=1)#[N:33].C(OCC)(=O)C. The catalyst is CCN(C1C=CC=CC=1)CC.O. The product is [CH2:53]([C:52]1[N:20]2[N:19]=[CH:18][CH:17]=[C:16]2[N:15]([C@H:12]2[CH2:11][CH2:10][C@H:9]([OH:8])[CH2:14][CH2:13]2)[C:48](=[O:49])[C:47]=1[CH2:46][C:43]1[CH:42]=[CH:41][C:40]([C:35]2[CH:36]=[CH:37][CH:38]=[CH:39][C:34]=2[C:32]#[N:33])=[N:45][CH:44]=1)[CH2:54][CH2:55][CH3:56]. The yield is 0.440. (9) The reactants are C(OC([N:8]1[CH2:12][CH2:11][CH2:10][CH:9]1[CH2:13][NH:14][C:15]1[C:20]([F:21])=[CH:19][N:18]=[C:17]([NH:22][C:23]2[CH:24]=[N:25][C:26]([N:29]3[CH2:34][CH2:33][N:32]([CH3:35])[CH2:31][CH2:30]3)=[CH:27][CH:28]=2)[N:16]=1)=O)(C)(C)C. The catalyst is Cl.CO. The product is [F:21][C:20]1[C:15]([NH:14][CH2:13][CH:9]2[CH2:10][CH2:11][CH2:12][NH:8]2)=[N:16][C:17]([NH:22][C:23]2[CH:24]=[N:25][C:26]([N:29]3[CH2:30][CH2:31][N:32]([CH3:35])[CH2:33][CH2:34]3)=[CH:27][CH:28]=2)=[N:18][CH:19]=1. The yield is 0.620. (10) The reactants are O(Cl)Cl.CN(C)[CH:6]=[O:7].[CH:9]1[C:21]2[N:20]([C:22]3[CH:27]=[CH:26][C:25]([C:28]4[CH:33]=[CH:32][C:31]([N:34]5[C:46]6[CH:45]=[CH:44][CH:43]=[CH:42][C:41]=6[C:40]6[C:35]5=[CH:36][CH:37]=[CH:38][CH:39]=6)=[CH:30][CH:29]=4)=[CH:24][CH:23]=3)[C:19]3[C:14](=[CH:15][CH:16]=[CH:17][CH:18]=3)[C:13]=2[CH:12]=[CH:11][CH:10]=1.[CH2:47]([OH:49])C.ClCCl. The catalyst is O. The product is [CH:47]([C:11]1[CH:10]=[CH:9][C:21]2[N:20]([C:22]3[CH:27]=[CH:26][C:25]([C:28]4[CH:29]=[CH:30][C:31]([N:34]5[C:46]6[CH:45]=[CH:44][C:43]([CH:6]=[O:7])=[CH:42][C:41]=6[C:40]6[C:35]5=[CH:36][CH:37]=[CH:38][CH:39]=6)=[CH:32][CH:33]=4)=[CH:24][CH:23]=3)[C:19]3[C:14]([C:13]=2[CH:12]=1)=[CH:15][CH:16]=[CH:17][CH:18]=3)=[O:49]. The yield is 0.870.